Dataset: Peptide-MHC class I binding affinity with 185,985 pairs from IEDB/IMGT. Task: Regression. Given a peptide amino acid sequence and an MHC pseudo amino acid sequence, predict their binding affinity value. This is MHC class I binding data. The peptide sequence is YNIDRLNAL. The MHC is HLA-B27:05 with pseudo-sequence HLA-B27:05. The binding affinity (normalized) is 0.0847.